This data is from Forward reaction prediction with 1.9M reactions from USPTO patents (1976-2016). The task is: Predict the product of the given reaction. (1) Given the reactants O=[C:2]1CN[C:5](=[O:8])[CH2:4][NH:3]1.C=[O:10].[OH:11][PH:12]([OH:14])=[O:13].P(Cl)(Cl)Cl, predict the reaction product. The product is: [P:12]([CH2:2][NH:3][CH2:4][C:5]([OH:8])=[O:10])([OH:14])([OH:11])=[O:13]. (2) Given the reactants Cl[C:2]1[NH:6][C:5]2[CH:7]=[C:8]([C:11]([F:14])([F:13])[F:12])[CH:9]=[CH:10][C:4]=2[N:3]=1.[Cl:15][C:16]1[CH:17]=[C:18]([CH2:29][NH:30][C:31](=[O:33])[CH3:32])[CH:19]=[N:20][C:21]=1[N:22]1[CH2:27][CH2:26][NH:25][C@H:24]([CH3:28])[CH2:23]1, predict the reaction product. The product is: [Cl:15][C:16]1[CH:17]=[C:18]([CH2:29][NH:30][C:31](=[O:33])[CH3:32])[CH:19]=[N:20][C:21]=1[N:22]1[CH2:27][CH2:26][N:25]([C:2]2[NH:3][C:4]3[CH:10]=[CH:9][C:8]([C:11]([F:14])([F:13])[F:12])=[CH:7][C:5]=3[N:6]=2)[CH:24]([CH3:28])[CH2:23]1. (3) Given the reactants [CH:1]1([C:4]#[C:5][C:6]2[CH:11]=[C:10]([I:12])[N:9]=[N:8][C:7]=2[NH2:13])[CH2:3][CH2:2]1.CC([O-])(C)C.[K+], predict the reaction product. The product is: [CH:1]1([C:4]2[NH:13][C:7]3[N:8]=[N:9][C:10]([I:12])=[CH:11][C:6]=3[CH:5]=2)[CH2:3][CH2:2]1.